Dataset: Hepatocyte clearance measurements from AstraZeneca. Task: Regression/Classification. Given a drug SMILES string, predict its absorption, distribution, metabolism, or excretion properties. Task type varies by dataset: regression for continuous measurements (e.g., permeability, clearance, half-life) or binary classification for categorical outcomes (e.g., BBB penetration, CYP inhibition). For this dataset (clearance_hepatocyte_az), we predict log10(clearance) (log10 of the in vitro intrinsic clearance, CLint, in uL/min per 10^6 hepatocytes; values are censored to the assay range of 3 to 150, which is 0.477 to 2.18 on this log10 scale). (1) The molecule is Cc1ccc(-n2nc(C(C)(C)C)cc2NC(=O)Nc2ccc(OCCN3CCOCC3)c3ccccc23)cc1. The log10(clearance) is 1.63. (2) The molecule is O=C(N[C@H](CO)[C@H](O)c1ccc([N+](=O)[O-])cc1)C(Cl)Cl. The log10(clearance) is 1.84. (3) The compound is C[C@H]1Cc2c([nH]c3cc(Cl)c(F)cc23)[C@@]2(N1)C(=O)Nc1ccc(Cl)cc12. The log10(clearance) is 0.940. (4) The molecule is COc1ccc(N(C(=O)c2ccccc2)C(C(=O)NC2CCCC2)c2ccccc2F)c(OC)c1. The log10(clearance) is 2.18. (5) The compound is C[C@H]1CN(Cc2cc(Cl)ccc2CC(=O)O)CCN1C(=O)Cc1ccc(Cl)cc1. The log10(clearance) is 0.480. (6) The compound is CC(C)(C)c1cc(NC(=O)NCc2ccccc2Sc2ccc3nnc(-c4ccccc4SCCO)n3c2)n(-c2ccc(O)c(Cl)c2)n1. The log10(clearance) is 1.40. (7) The compound is C[C@H]1CN(Cc2cc(Cl)ccc2OCC(=O)O)CCN1C(=O)Cc1ccccc1Cl. The log10(clearance) is 1.11. (8) The molecule is Cc1cc(CCCOc2c(C)cc(-c3noc(C(F)(F)F)n3)cc2C)on1. The log10(clearance) is 1.13.